From a dataset of Forward reaction prediction with 1.9M reactions from USPTO patents (1976-2016). Predict the product of the given reaction. (1) Given the reactants Br[C:2]1[CH:13]=[C:12]([O:14][C@@H:15]([C@H:17]2[CH2:21][NH:20][C:19](=[O:22])[CH2:18]2)[CH3:16])[C:5]2[N:6]([CH:9]3[CH2:11][CH2:10]3)[CH:7]=[N:8][C:4]=2[CH:3]=1.[CH3:23][C:24]1([CH3:40])[C:28]([CH3:30])([CH3:29])[O:27][B:26]([B:26]2[O:27][C:28]([CH3:30])([CH3:29])[C:24]([CH3:40])([CH3:23])[O:25]2)[O:25]1.CC([O-])=O.[K+], predict the reaction product. The product is: [CH:9]1([N:6]2[C:5]3[C:12]([O:14][C@@H:15]([C@H:17]4[CH2:21][NH:20][C:19](=[O:22])[CH2:18]4)[CH3:16])=[CH:13][C:2]([B:26]4[O:27][C:28]([CH3:30])([CH3:29])[C:24]([CH3:40])([CH3:23])[O:25]4)=[CH:3][C:4]=3[N:8]=[CH:7]2)[CH2:11][CH2:10]1. (2) Given the reactants Cl.Cl.[NH:3]1[CH2:8][CH2:7][CH:6]([CH2:9][N:10]2[CH2:20][C:19]3[N:21]4[C:12](=[CH:13][N:14]=[C:15]4[CH:16]=[CH:17][CH:18]=3)[C:11]2=[O:22])[CH2:5][CH2:4]1.C(N(CC)CC)C.[F:30][C:31]([F:42])([F:41])[C:32](O[C:32](=[O:33])[C:31]([F:42])([F:41])[F:30])=[O:33], predict the reaction product. The product is: [F:30][C:31]([F:42])([F:41])[C:32]([N:3]1[CH2:8][CH2:7][CH:6]([CH2:9][N:10]2[CH2:20][C:19]3[N:21]4[C:12](=[CH:13][N:14]=[C:15]4[CH:16]=[CH:17][CH:18]=3)[C:11]2=[O:22])[CH2:5][CH2:4]1)=[O:33]. (3) Given the reactants [Br:1][C:2]1[C:3]([F:13])=[C:4]([CH2:8][CH2:9][C:10](Cl)=[O:11])[CH:5]=[CH:6][CH:7]=1.[Al+3].[Cl-].[Cl-].[Cl-], predict the reaction product. The product is: [Br:1][C:2]1[C:3]([F:13])=[C:4]2[C:5](=[CH:6][CH:7]=1)[C:10](=[O:11])[CH2:9][CH2:8]2.